This data is from Full USPTO retrosynthesis dataset with 1.9M reactions from patents (1976-2016). The task is: Predict the reactants needed to synthesize the given product. (1) Given the product [N+:19]([C:22]1[CH:27]=[CH:26][CH:25]=[CH:24][C:23]=1[O:28][C:6]1[C:5]([Cl:9])=[CH:4][N:3]=[C:2]([Cl:1])[N:7]=1)([O-:21])=[O:20], predict the reactants needed to synthesize it. The reactants are: [Cl:1][C:2]1[N:7]=[C:6](Cl)[C:5]([Cl:9])=[CH:4][N:3]=1.C(N(C(C)C)CC)(C)C.[N+:19]([C:22]1[CH:27]=[CH:26][CH:25]=[CH:24][C:23]=1[OH:28])([O-:21])=[O:20]. (2) Given the product [CH2:6]([CH:5]([CH2:3][CH2:2][CH2:1][CH3:15])[CH2:14][C:2]1[CH:1]=[C:15]([NH:23][CH2:22][CH:21]([CH2:19][CH3:20])[CH2:24][CH2:25][CH2:26][CH3:27])[C:14]2[C:13](=[O:17])[C:12]3[C:7](=[CH:8][CH:9]=[CH:10][CH:11]=3)[C:6](=[O:18])[C:5]=2[C:3]=1[OH:4])[CH3:7], predict the reactants needed to synthesize it. The reactants are: [CH2:1]1[C:15](=O)[C:14]2[C:5](=[C:6]([OH:18])[C:7]3[C:12]([C:13]=2[OH:17])=[CH:11][CH:10]=[CH:9][CH:8]=3)[C:3](=[O:4])[CH2:2]1.[CH2:19]([CH:21]([CH2:24][CH2:25][CH2:26][CH3:27])[CH2:22][NH2:23])[CH3:20]. (3) Given the product [C:32]1([Se:38][C:11]2[CH:10]=[CH:9][CH:8]=[CH:7][CH:1]=2)[CH:37]=[CH:36][CH:35]=[CH:34][CH:33]=1, predict the reactants needed to synthesize it. The reactants are: [CH2:1]([CH:7]1O[C:11](=O)[CH2:10][CH2:9][CH2:8]1)CCCCC.C(NC(C)C)(C)C.C([Li])CCC.CCCCCC.[C:32]1([Se:38]Cl)[CH:37]=[CH:36][CH:35]=[CH:34][CH:33]=1. (4) Given the product [Cl:1][C:2]1[CH:7]=[CH:6][CH:5]=[C:4]([CH3:8])[N+:3]=1[O-:17], predict the reactants needed to synthesize it. The reactants are: [Cl:1][C:2]1[CH:7]=[CH:6][CH:5]=[C:4]([CH3:8])[N:3]=1.C1C=C(Cl)C=C(C(OO)=[O:17])C=1. (5) Given the product [Cl:1][C:2]1[CH:7]=[CH:6][CH:5]=[CH:4][C:3]=1[C:8]1[C:13]([C:14]([OH:16])=[O:15])=[CH:12][N:11]=[C:10]([CH2:19][N:20]2[N:24]=[N:23][C:22]([C:25]([F:26])([F:27])[F:28])=[N:21]2)[N:9]=1, predict the reactants needed to synthesize it. The reactants are: [Cl:1][C:2]1[CH:7]=[CH:6][CH:5]=[CH:4][C:3]=1[C:8]1[C:13]([C:14]([O:16]CC)=[O:15])=[CH:12][N:11]=[C:10]([CH2:19][N:20]2[N:24]=[N:23][C:22]([C:25]([F:28])([F:27])[F:26])=[N:21]2)[N:9]=1.[OH-].[Na+]. (6) Given the product [CH3:1][O:2][C:3](=[O:29])[CH2:4][C:5]1[CH:6]=[C:7]([C:13]2[CH:18]=[CH:17][C:16]([C:19]([F:21])([F:20])[F:22])=[CH:15][C:14]=2[CH2:23][N:24]([C:30](=[O:32])[CH3:31])[CH2:25][C:26](=[O:28])[NH2:27])[C:8]([O:11][CH3:12])=[CH:9][CH:10]=1, predict the reactants needed to synthesize it. The reactants are: [CH3:1][O:2][C:3](=[O:29])[CH2:4][C:5]1[CH:6]=[C:7]([C:13]2[CH:18]=[CH:17][C:16]([C:19]([F:22])([F:21])[F:20])=[CH:15][C:14]=2[CH2:23][NH:24][CH2:25][C:26](=[O:28])[NH2:27])[C:8]([O:11][CH3:12])=[CH:9][CH:10]=1.[C:30](Cl)(=[O:32])[CH3:31]. (7) Given the product [OH:1][CH2:2][C:3]1[CH:4]=[C:5]([CH3:34])[C:6]([CH2:22][C:23]2[NH:27][C:26]3[CH:28]=[CH:29][C:30]([C:32]#[N:33])=[CH:31][C:25]=3[N:24]=2)=[C:7]2[C:11]=1[NH:10][CH:9]=[CH:8]2, predict the reactants needed to synthesize it. The reactants are: [OH:1][CH2:2][C:3]1[CH:4]=[C:5]([CH3:34])[C:6]([CH2:22][C:23]2[NH:27][C:26]3[CH:28]=[CH:29][C:30]([C:32]#[N:33])=[CH:31][C:25]=3[N:24]=2)=[C:7]2[C:11]=1[N:10](S(C1C=CC(C)=CC=1)(=O)=O)[CH:9]=[CH:8]2.[OH-].[K+].C(N)CC(C)C.